From a dataset of Reaction yield outcomes from USPTO patents with 853,638 reactions. Predict the reaction yield, written as a fraction of the theoretical maximum amount of product (1.0 means a 100% yield; for example, 0.34 means a 34% yield). (1) The reactants are [O:1]=[C:2]([C:16]1[CH:21]=[CH:20][CH:19]=[CH:18][CH:17]=1)[CH2:3][CH2:4][C:5]1[CH:10]=[CH:9][CH:8]=[CH:7][C:6]=1[NH:11][S:12]([CH3:15])(=[O:14])=[O:13].CCCCCCCCCC.C(OO)(C)(C)C.NC1C=CC=CC=1. The catalyst is [I-].C([N+](CCCC)(CCCC)CCCC)CCC.C(OCC)(=O)C.CCCCCC.C(OCC)(=O)C.O. The product is [CH3:15][S:12]([N:11]1[C:6]2[C:5](=[CH:10][CH:9]=[CH:8][CH:7]=2)[CH2:4][CH:3]1[C:2]([C:16]1[CH:21]=[CH:20][CH:19]=[CH:18][CH:17]=1)=[O:1])(=[O:14])=[O:13]. The yield is 0.850. (2) The reactants are [CH2:1]([O:8][C:9]1[C:17]([O:18][CH:19]([CH3:21])[CH3:20])=[C:16]([N+:22]([O-:24])=[O:23])[CH:15]=[CH:14][C:10]=1[C:11]([O-:13])=[O:12])[C:2]1[CH:7]=[CH:6][CH:5]=[CH:4][CH:3]=1.[Li+].[OH-].Cl. The catalyst is C1COCC1.O. The product is [CH2:1]([O:8][C:9]1[C:17]([O:18][CH:19]([CH3:21])[CH3:20])=[C:16]([N+:22]([O-:24])=[O:23])[CH:15]=[CH:14][C:10]=1[C:11]([OH:13])=[O:12])[C:2]1[CH:7]=[CH:6][CH:5]=[CH:4][CH:3]=1. The yield is 0.950. (3) The reactants are C[O:2][C:3]([C:5]1[N:10]=[C:9]([N:11]2[CH2:15][CH2:14][CH2:13][CH:12]2[C:16]2[O:20][N:19]=[C:18]([C:21]3[CH:26]=[CH:25][CH:24]=[CH:23][N:22]=3)[CH:17]=2)[N:8]=[C:7]([NH:27][C:28]2[CH:32]=[C:31]([CH3:33])[NH:30][N:29]=2)[CH:6]=1)=O.[NH3:34].CO. No catalyst specified. The product is [C:3]([C:5]1[N:10]=[C:9]([N:11]2[CH2:15][CH2:14][CH2:13][CH:12]2[C:16]2[O:20][N:19]=[C:18]([C:21]3[CH:26]=[CH:25][CH:24]=[CH:23][N:22]=3)[CH:17]=2)[N:8]=[C:7]([NH:27][C:28]2[CH:32]=[C:31]([CH3:33])[NH:30][N:29]=2)[CH:6]=1)(=[O:2])[NH2:34]. The yield is 0.930. (4) The reactants are [CH3:1][O:2][C:3]1[CH:8]=[CH:7][C:6]([NH:9][C:10](=[O:12])[CH3:11])=[CH:5][CH:4]=1.[Br:13]Br. The catalyst is C(O)(=O)C. The product is [Br:13][C:4]1[CH:5]=[C:6]([NH:9][C:10](=[O:12])[CH3:11])[CH:7]=[CH:8][C:3]=1[O:2][CH3:1]. The yield is 0.450. (5) The reactants are [F:1][C:2]([F:7])([F:6])[C:3]([OH:5])=[O:4].[F:8][C:9]([F:14])([F:13])[C:10]([OH:12])=[O:11].FC(F)(F)C(O)=O.[Cl:22][C:23]1[CH:24]=[N:25][C:26]2[NH:27][C:28]3[CH:29]=[N:30][CH:31]=[C:32]([CH:54]=3)[CH2:33][CH2:34][C:35]3[CH:43]=[C:39]([NH:40][C:41]=1[N:42]=2)[CH:38]=[CH:37][C:36]=3[NH:44][C:45](=[O:53])[CH2:46][CH:47]1[CH2:52][CH2:51][NH:50][CH2:49][CH2:48]1.[N:55]([C:58]1[CH:63]=[CH:62][CH:61]=[C:60]([O:64][CH3:65])[CH:59]=1)=[C:56]=[O:57]. No catalyst specified. The product is [F:1][C:2]([F:7])([F:6])[C:3]([OH:5])=[O:4].[F:8][C:9]([F:14])([F:13])[C:10]([OH:12])=[O:11].[Cl:22][C:23]1[CH:24]=[N:25][C:26]2[NH:27][C:28]3[CH:29]=[N:30][CH:31]=[C:32]([CH:54]=3)[CH2:33][CH2:34][C:35]3[CH:43]=[C:39]([NH:40][C:41]=1[N:42]=2)[CH:38]=[CH:37][C:36]=3[NH:44][C:45](=[O:53])[CH2:46][CH:47]1[CH2:52][CH2:51][N:50]([C:56]([NH:55][C:58]2[CH:63]=[CH:62][CH:61]=[C:60]([O:64][CH3:65])[CH:59]=2)=[O:57])[CH2:49][CH2:48]1. The yield is 0.260.